Dataset: Reaction yield outcomes from USPTO patents with 853,638 reactions. Task: Predict the reaction yield, written as a fraction of the theoretical maximum amount of product (1.0 means a 100% yield; for example, 0.34 means a 34% yield). (1) The reactants are [F:1][C:2]1[CH:7]=[CH:6][C:5]([N:8]2[C:12]3=[N:13][CH:14]=[CH:15][C:16](B(O)O)=[C:11]3[CH:10]=[N:9]2)=[CH:4][CH:3]=1.Br[C:21]1[C:22]([NH2:27])=[N:23][CH:24]=[N:25][CH:26]=1.C(=O)([O-])[O-].[Na+].[Na+]. The catalyst is C1C=CC([P]([Pd]([P](C2C=CC=CC=2)(C2C=CC=CC=2)C2C=CC=CC=2)([P](C2C=CC=CC=2)(C2C=CC=CC=2)C2C=CC=CC=2)[P](C2C=CC=CC=2)(C2C=CC=CC=2)C2C=CC=CC=2)(C2C=CC=CC=2)C2C=CC=CC=2)=CC=1.CCO.COCCOC.O. The product is [F:1][C:2]1[CH:7]=[CH:6][C:5]([N:8]2[C:12]3=[N:13][CH:14]=[CH:15][C:16]([C:21]4[C:22]([NH2:27])=[N:23][CH:24]=[N:25][CH:26]=4)=[C:11]3[CH:10]=[N:9]2)=[CH:4][CH:3]=1. The yield is 0.330. (2) The reactants are CN(C)C=O.[S:6]1([C:17]2[C:12](=[CH:13][CH:14]=[CH:15][CH:16]=2)[C:10](=[O:11])[NH:9]1)(=[O:8])=[O:7].[Na]. The catalyst is O. The product is [S:6]1([C:17]2[C:12](=[CH:13][CH:14]=[CH:15][CH:16]=2)[C:10](=[O:11])[NH:9]1)(=[O:7])=[O:8]. The yield is 0.980.